Task: Predict the product of the given reaction.. Dataset: Forward reaction prediction with 1.9M reactions from USPTO patents (1976-2016) (1) Given the reactants [Cl:1][C:2]1[CH:3]=[C:4]2[C:8](=[CH:9][CH:10]=1)[NH:7][C:6](=[O:11])[C:5]2(O)[C:12]1[CH:17]=[CH:16][CH:15]=[CH:14][C:13]=1[O:18][CH2:19]CC.[NH3:23].C(O)C.O, predict the reaction product. The product is: [NH2:23][C:5]1([C:12]2[CH:17]=[CH:16][CH:15]=[CH:14][C:13]=2[O:18][CH3:19])[C:4]2[C:8](=[CH:9][CH:10]=[C:2]([Cl:1])[CH:3]=2)[NH:7][C:6]1=[O:11]. (2) Given the reactants Br[C:2]1[C:3]([F:23])=[C:4]([CH:20]=[CH:21][CH:22]=1)[O:5][CH2:6][CH:7]1[CH2:12][CH2:11][N:10]([CH2:13][C:14]([CH2:18][CH3:19])([F:17])[CH2:15][CH3:16])[CH2:9][CH2:8]1.[F:24][C:25]1[CH:30]=[C:29]([C:31]([O:33][CH3:34])=[O:32])[CH:28]=[CH:27][C:26]=1B(O)O.[C:38]([O-])([O-])=O.[Cs+].[Cs+], predict the reaction product. The product is: [CH2:15]([C:14]([F:17])([CH2:18][CH3:19])[CH2:13][N:10]1[CH2:11][CH2:12][CH:7]([CH2:6][O:5][C:4]2[CH:20]=[CH:21][C:22]([C:26]3[CH:27]=[CH:28][C:29]([C:31]([O:33][CH2:34][CH3:38])=[O:32])=[CH:30][C:25]=3[F:24])=[CH:2][C:3]=2[F:23])[CH2:8][CH2:9]1)[CH3:16]. (3) Given the reactants [CH2:1]([OH:17])[CH2:2][CH2:3][CH2:4][CH2:5][CH2:6][CH2:7][CH2:8][CH2:9][CH2:10][CH2:11][CH2:12][CH2:13][CH2:14][CH2:15][CH3:16].[CH2:18]1[CH:22]([CH2:23][CH2:24][CH2:25][CH2:26][C:27](N)=[O:28])SS[CH2:19]1, predict the reaction product. The product is: [C:27]([O:17][CH2:1][CH2:2][CH2:3][CH2:4][CH2:5][CH2:6][CH2:7][CH2:8][CH2:9][CH2:10][CH2:11][CH2:12][CH2:13][CH2:14][CH2:15][CH3:16])(=[O:28])[CH2:26][CH2:25][CH2:24][CH2:23][CH2:22][CH2:18][CH2:19]/[CH:1]=[CH:2]\[CH2:3][CH2:4][CH2:5][CH3:6]. (4) Given the reactants [C:1]([O:5][C:6]([N:8]1[CH2:11][CH:10]([C:12]2[C:21](Cl)=[N:20][C:19]3[C:14](=[CH:15][CH:16]=[CH:17][CH:18]=3)[N:13]=2)[CH2:9]1)=[O:7])([CH3:4])([CH3:3])[CH3:2].[CH3:23][C:24]1[CH:25]=[C:26](B(O)O)[CH:27]=[CH:28][CH:29]=1.[O-]P([O-])([O-])=O.[K+].[K+].[K+], predict the reaction product. The product is: [C:1]([O:5][C:6]([N:8]1[CH2:11][CH:10]([C:12]2[C:21]([C:28]3[CH:29]=[C:24]([CH3:23])[CH:25]=[CH:26][CH:27]=3)=[N:20][C:19]3[C:14](=[CH:15][CH:16]=[CH:17][CH:18]=3)[N:13]=2)[CH2:9]1)=[O:7])([CH3:4])([CH3:3])[CH3:2]. (5) Given the reactants [CH2:1]([O:4][CH2:5][C:6]([C:8]1[CH:15]=[CH:14][C:11]([C:12]#[N:13])=[CH:10][CH:9]=1)=O)[CH:2]=[CH2:3].[OH2:16].[C-:17]#[N:18].[K+].[C:20](=[O:23])([O-])[O-].[NH4+:24].[NH4+], predict the reaction product. The product is: [O:16]=[C:17]1[NH:24][C:6]([C:8]2[CH:15]=[CH:14][C:11]([C:12]#[N:13])=[CH:10][CH:9]=2)([CH2:5][O:4][CH2:1][CH:2]=[CH2:3])[C:20](=[O:23])[NH:18]1. (6) Given the reactants [CH3:1][C:2]1[N:3]=[CH:4][N:5]([C:7]2[CH:8]=[C:9]([C:15]([F:18])([F:17])[F:16])[CH:10]=[C:11]([CH:14]=2)[C:12]#[N:13])[CH:6]=1.N.[OH:20]O.O, predict the reaction product. The product is: [CH3:1][C:2]1[N:3]=[CH:4][N:5]([C:7]2[CH:14]=[C:11]([CH:10]=[C:9]([C:15]([F:18])([F:16])[F:17])[CH:8]=2)[C:12]([NH2:13])=[O:20])[CH:6]=1. (7) Given the reactants [CH3:1][CH:2]1[C:6](=O)[CH2:5][CH2:4][C:3]1=[O:8].[NH2:9][C:10]1[CH:11]=[C:12]([CH:16]=[CH:17][CH:18]=1)[C:13]([OH:15])=[O:14], predict the reaction product. The product is: [CH3:1][C:2]1[C:3](=[O:8])[CH2:4][CH2:5][C:6]=1[NH:9][C:10]1[CH:11]=[C:12]([CH:16]=[CH:17][CH:18]=1)[C:13]([OH:15])=[O:14].[C:12]1([CH3:13])[CH:16]=[CH:17][CH:18]=[CH:10][CH:11]=1. (8) Given the reactants [CH:1]1([NH:4][S:5]([C:8]2[CH:9]=[C:10]([CH:44]=[CH:45][CH:46]=2)[C:11]([NH:13][C:14]2[S:15][C:16]3[CH2:43][CH2:42][CH2:41][CH2:40][C:17]=3[C:18]=2[C:19]([NH:21][C:22]2[CH:27]=[CH:26][C:25]([CH2:28][CH2:29][C:30]3[CH:39]=[CH:38][C:33]([C:34]([O:36][CH3:37])=[O:35])=[CH:32][CH:31]=3)=[CH:24][CH:23]=2)=[O:20])=[O:12])(=[O:7])=[O:6])[CH2:3][CH2:2]1.[C:47]([O:50][CH2:51][CH2:52]Br)(=[O:49])[CH3:48].C(=O)([O-])[O-].[K+].[K+].C(O)(=O)CC(CC(O)=O)(C(O)=O)O, predict the reaction product. The product is: [CH:1]1([N:4]([CH2:48][C:47]([O:50][CH2:51][CH3:52])=[O:49])[S:5]([C:8]2[CH:9]=[C:10]([CH:44]=[CH:45][CH:46]=2)[C:11]([NH:13][C:14]2[S:15][C:16]3[CH2:43][CH2:42][CH2:41][CH2:40][C:17]=3[C:18]=2[C:19]([NH:21][C:22]2[CH:27]=[CH:26][C:25]([CH2:28][CH2:29][C:30]3[CH:31]=[CH:32][C:33]([C:34]([O:36][CH3:37])=[O:35])=[CH:38][CH:39]=3)=[CH:24][CH:23]=2)=[O:20])=[O:12])(=[O:7])=[O:6])[CH2:3][CH2:2]1. (9) Given the reactants [Cl:1][C:2]1[CH:3]=[C:4]([CH:9]([N:11]([CH3:29])[C:12](=[O:28])[CH2:13][CH:14]([C:21]2[CH:26]=[CH:25][C:24]([F:27])=[CH:23][CH:22]=2)[CH:15]2[CH2:20][CH2:19][NH:18][CH2:17][CH2:16]2)[CH3:10])[CH:5]=[C:6]([Cl:8])[CH:7]=1.CCN(C(C)C)C(C)C.[CH3:39][O:40][CH2:41][CH2:42]Br.O, predict the reaction product. The product is: [Cl:1][C:2]1[CH:3]=[C:4]([CH:9]([N:11]([CH3:29])[C:12](=[O:28])[CH2:13][CH:14]([C:21]2[CH:22]=[CH:23][C:24]([F:27])=[CH:25][CH:26]=2)[CH:15]2[CH2:20][CH2:19][N:18]([CH2:42][CH2:41][O:40][CH3:39])[CH2:17][CH2:16]2)[CH3:10])[CH:5]=[C:6]([Cl:8])[CH:7]=1.